From a dataset of Peptide-MHC class I binding affinity with 185,985 pairs from IEDB/IMGT. Regression. Given a peptide amino acid sequence and an MHC pseudo amino acid sequence, predict their binding affinity value. This is MHC class I binding data. (1) The peptide sequence is FIAQSKGLY. The MHC is HLA-A24:02 with pseudo-sequence HLA-A24:02. The binding affinity (normalized) is 0. (2) The peptide sequence is KLYKMRIPR. The MHC is HLA-B15:01 with pseudo-sequence HLA-B15:01. The binding affinity (normalized) is 0.0847.